This data is from Full USPTO retrosynthesis dataset with 1.9M reactions from patents (1976-2016). The task is: Predict the reactants needed to synthesize the given product. (1) Given the product [Br:11][CH2:12][CH2:13][CH2:14][O:10][C:8]1[CH:7]=[CH:6][C:5]2[S:1][CH:2]=[N:3][C:4]=2[CH:9]=1, predict the reactants needed to synthesize it. The reactants are: [S:1]1[C:5]2[CH:6]=[CH:7][C:8]([OH:10])=[CH:9][C:4]=2[N:3]=[CH:2]1.[Br:11][CH2:12][CH2:13][CH2:14]Br.C([O-])([O-])=O.[K+].[K+]. (2) Given the product [CH3:38][C:35]1[CH:36]=[CH:37][C:32]([S:29]([O:28][CH2:27][C@H:24]2[CH2:25][CH2:26][N:22]([C:4]3[CH:3]=[C:2]([Cl:1])[CH:7]=[CH:6][C:5]=3[CH2:8][N:9]3[CH2:14][CH2:13][NH:12][CH2:11][CH2:10]3)[CH2:23]2)(=[O:31])=[O:30])=[CH:33][CH:34]=1, predict the reactants needed to synthesize it. The reactants are: [Cl:1][C:2]1[CH:7]=[CH:6][C:5]([CH2:8][N:9]2[CH2:14][CH2:13][N:12](C(OC(C)(C)C)=O)[CH2:11][CH2:10]2)=[C:4]([N:22]2[CH2:26][CH2:25][C@H:24]([CH2:27][O:28][S:29]([C:32]3[CH:37]=[CH:36][C:35]([CH3:38])=[CH:34][CH:33]=3)(=[O:31])=[O:30])[CH2:23]2)[CH:3]=1.CN1CCOCC1.I[Si](C)(C)C. (3) Given the product [O:4]([CH2:3][CH2:2][N:11]1[C:20]2[CH:19]=[CH:18][CH:17]=[C:16]([C:21]([O:23][CH2:24][CH3:25])=[O:22])[C:15]=2[CH2:14][CH2:13][CH2:12]1)[C:5]1[CH:10]=[CH:9][CH:8]=[CH:7][CH:6]=1, predict the reactants needed to synthesize it. The reactants are: Br[CH2:2][CH2:3][O:4][C:5]1[CH:10]=[CH:9][CH:8]=[CH:7][CH:6]=1.[NH:11]1[C:20]2[CH:19]=[CH:18][CH:17]=[C:16]([C:21]([O:23][CH2:24][CH3:25])=[O:22])[C:15]=2[CH2:14][CH2:13][CH2:12]1.C(N(C(C)C)CC)(C)C.[I-].[K+]. (4) Given the product [Cl:27][C:8]1[S:7][C:6]([C:9]([O:11][CH3:12])=[O:10])=[C:5]([CH3:13])[C:4]=1[N:3]([CH2:1][CH3:2])[CH:14]1[CH2:19][CH2:18][O:17][CH2:16][CH2:15]1, predict the reactants needed to synthesize it. The reactants are: [CH2:1]([N:3]([CH:14]1[CH2:19][CH2:18][O:17][CH2:16][CH2:15]1)[C:4]1[C:5]([CH3:13])=[C:6]([C:9]([O:11][CH3:12])=[O:10])[S:7][CH:8]=1)[CH3:2].C1C(=O)N([Cl:27])C(=O)C1. (5) Given the product [CH3:26][O:25][C:22]1[CH:23]=[CH:24][C:8]([C:6](=[O:7])[C:5]2[CH:4]=[CH:3][C:2]([O:1][CH2:36][CH2:35][C:29]3[CH:34]=[CH:33][CH:32]=[CH:31][CH:30]=3)=[CH:28][CH:27]=2)=[C:9]([CH:21]=1)[O:10][C:11]([CH3:19])([CH3:20])[C:12]([OH:14])=[O:13], predict the reactants needed to synthesize it. The reactants are: [OH:1][C:2]1[CH:28]=[CH:27][C:5]([C:6]([C:8]2[CH:24]=[CH:23][C:22]([O:25][CH3:26])=[CH:21][C:9]=2[O:10][C:11]([CH3:20])([CH3:19])[C:12]([O:14]C(C)(C)C)=[O:13])=[O:7])=[CH:4][CH:3]=1.[C:29]1([CH2:35][CH2:36]O)[CH:34]=[CH:33][CH:32]=[CH:31][CH:30]=1.C(P(CCCC)CCCC)CCC.CCCCCC. (6) The reactants are: C1([Si:7]([CH3:10])([CH3:9])[CH3:8])C=CCC=C1.C[N+]1([O-])[CH2:17][CH2:16][O:15]CC1.[O-:19]S([O-])=O.[Na+].[Na+].[CH2:25]1CC[CH2:28][CH2:27][CH2:26]1. Given the product [CH3:10][Si:7]([C:16]1([OH:15])[CH2:17][CH:28]=[CH:27][CH2:26][CH:25]1[OH:19])([CH3:8])[CH3:9], predict the reactants needed to synthesize it.